From a dataset of Reaction yield outcomes from USPTO patents with 853,638 reactions. Predict the reaction yield, written as a fraction of the theoretical maximum amount of product (1.0 means a 100% yield; for example, 0.34 means a 34% yield). (1) The catalyst is CCOC(C)=O.O.C1C=CC(/C=C/C(/C=C/C2C=CC=CC=2)=O)=CC=1.C1C=CC(/C=C/C(/C=C/C2C=CC=CC=2)=O)=CC=1.C1C=CC(/C=C/C(/C=C/C2C=CC=CC=2)=O)=CC=1.[Pd].[Pd].C1C=CC(P(C2C(C3C(P(C4C=CC=CC=4)C4C=CC=CC=4)=CC=C4C=3C=CC=C4)=C3C(C=CC=C3)=CC=2)C2C=CC=CC=2)=CC=1. The reactants are Br[C:2]1[CH:11]=[CH:10][CH:9]=[C:8]2[C:3]=1[CH:4]=[CH:5][N:6]=[CH:7]2.[CH:12]([C:15]1[N:19]2[CH2:20][CH2:21][NH:22][CH2:23][C:18]2=[N:17][N:16]=1)([CH3:14])[CH3:13].CC(C)([O-])C.[Na+]. The product is [CH:12]([C:15]1[N:19]2[CH2:20][CH2:21][N:22]([C:2]3[CH:11]=[CH:10][CH:9]=[C:8]4[C:3]=3[CH:4]=[CH:5][N:6]=[CH:7]4)[CH2:23][C:18]2=[N:17][N:16]=1)([CH3:14])[CH3:13]. The yield is 0.634. (2) The reactants are C(Cl)(=O)C.[Br:5][C:6]1[CH:10]=[N:9][N:8]([CH3:11])[C:7]=1[C:12]1[CH:13]=[C:14]([NH:26][C:27](=[O:32])[C:28]([F:31])([F:30])[F:29])[CH:15]=[CH:16][C:17]=1[O:18][CH2:19][C:20]([CH3:25])([N+:22]([O-])=O)[CH3:21]. The catalyst is CO.[Zn]. The product is [NH2:22][C:20]([CH3:25])([CH3:21])[CH2:19][O:18][C:17]1[CH:16]=[CH:15][C:14]([NH:26][C:27](=[O:32])[C:28]([F:31])([F:29])[F:30])=[CH:13][C:12]=1[C:7]1[N:8]([CH3:11])[N:9]=[CH:10][C:6]=1[Br:5]. The yield is 0.830. (3) The reactants are [CH2:1]([C:4]1[C:5]([OH:30])=[C:6]([C:20]([O:22][CH2:23][C:24]2[CH:29]=[CH:28][CH:27]=[CH:26][CH:25]=2)=[O:21])[C:7](=[O:19])[NH:8][C:9]=1[C:10]1[CH:15]=[CH:14][C:13]([N:16]([CH3:18])[CH3:17])=[CH:12][CH:11]=1)[CH:2]=[CH2:3].C[N+]1([O-])CC[O:35]CC1.[OH2:39]. The catalyst is C1COCC1.CC(O)(C)C. The product is [OH:39][CH:2]([CH2:3][OH:35])[CH2:1][C:4]1[C:5]([OH:30])=[C:6]([C:20]([O:22][CH2:23][C:24]2[CH:29]=[CH:28][CH:27]=[CH:26][CH:25]=2)=[O:21])[C:7](=[O:19])[NH:8][C:9]=1[C:10]1[CH:11]=[CH:12][C:13]([N:16]([CH3:18])[CH3:17])=[CH:14][CH:15]=1. The yield is 0.990. (4) The reactants are [CH:1]1[C:9]2[C:8]3[CH:10]=[CH:11][CH:12]=[CH:13][C:7]=3[S:6][C:5]=2[C:4]([C:14]2[CH:15]=[C:16]([C:20]3[CH:25]=[CH:24][CH:23]=[C:22](B(O)O)[CH:21]=3)[CH:17]=[CH:18][CH:19]=2)=[CH:3][CH:2]=1.Cl[C:30]1[C:31]2[O:38][C:37]3[CH:39]=[CH:40][CH:41]=[CH:42][C:36]=3[C:32]=2[N:33]=[CH:34][N:35]=1.C(=O)([O-])[O-].[K+].[K+].C1(C)C=CC=CC=1. The catalyst is C(O)C. The product is [CH:1]1[C:9]2[C:8]3[CH:10]=[CH:11][CH:12]=[CH:13][C:7]=3[S:6][C:5]=2[C:4]([C:14]2[CH:15]=[C:16]([C:20]3[CH:25]=[CH:24][CH:23]=[C:22]([C:30]4[C:31]5[O:38][C:37]6[CH:39]=[CH:40][CH:41]=[CH:42][C:36]=6[C:32]=5[N:33]=[CH:34][N:35]=4)[CH:21]=3)[CH:17]=[CH:18][CH:19]=2)=[CH:3][CH:2]=1. The yield is 0.600. (5) The product is [Br:13][C:14]1[CH:15]=[C:16]2[C:21](=[CH:22][CH:23]=1)[CH:20]=[C:2]([O:4][C:5]([N:34]1[CH:35]3[CH2:38][CH2:39][N:31]([CH2:37][CH2:36]3)[CH2:32][CH2:33]1)=[O:11])[CH:18]=[CH:17]2. The yield is 0.0700. The catalyst is C(Cl)Cl. The reactants are Cl[C:2](Cl)([O:4][C:5](=[O:11])OC(Cl)(Cl)Cl)Cl.[Br:13][C:14]1[CH:15]=[C:16]2[C:21](=[CH:22][CH:23]=1)[CH:20]=C(O)[CH:18]=[CH:17]2.N1C=CC=CC=1.[N:31]12[CH2:39][CH2:38][CH:35]([CH2:36][CH2:37]1)[NH:34][CH2:33][CH2:32]2.CN(C1C=CC=CN=1)C. (6) The reactants are Br[C:2]1[CH:3]=[C:4]([CH:8]([N:12]2[CH:16]=[C:15]([C:17]3[C:18]4[CH:25]=[CH:24][N:23]([CH2:26][O:27][CH2:28][CH2:29][Si:30]([CH3:33])([CH3:32])[CH3:31])[C:19]=4[N:20]=[CH:21][N:22]=3)[CH:14]=[N:13]2)[CH2:9][C:10]#[N:11])[CH:5]=[N:6][CH:7]=1.O1CCOCC1.[C:40]1(B(O)O)[CH:45]=[CH:44][CH:43]=[CH:42][CH:41]=1.C(=O)(O)[O-].[Na+].O. The catalyst is C1C=CC([P]([Pd]([P](C2C=CC=CC=2)(C2C=CC=CC=2)C2C=CC=CC=2)([P](C2C=CC=CC=2)(C2C=CC=CC=2)C2C=CC=CC=2)[P](C2C=CC=CC=2)(C2C=CC=CC=2)C2C=CC=CC=2)(C2C=CC=CC=2)C2C=CC=CC=2)=CC=1. The product is [C:40]1([C:2]2[CH:3]=[C:4]([CH:8]([N:12]3[CH:16]=[C:15]([C:17]4[C:18]5[CH:25]=[CH:24][N:23]([CH2:26][O:27][CH2:28][CH2:29][Si:30]([CH3:33])([CH3:32])[CH3:31])[C:19]=5[N:20]=[CH:21][N:22]=4)[CH:14]=[N:13]3)[CH2:9][C:10]#[N:11])[CH:5]=[N:6][CH:7]=2)[CH:45]=[CH:44][CH:43]=[CH:42][CH:41]=1. The yield is 0.800. (7) The reactants are [H-].[Na+].[O:3]1[C:7]2([CH2:12][CH2:11][C:10](=O)[CH2:9][CH2:8]2)[O:6][CH2:5][CH2:4]1. The catalyst is C1COCC1. The product is [O:3]1[C:7]2([CH2:12][CH2:11][C:10](=[CH:8][C:7]([O:3][CH2:4][CH3:5])=[O:6])[CH2:9][CH2:8]2)[O:6][CH2:5][CH2:4]1. The yield is 0.621.